Dataset: NCI-60 drug combinations with 297,098 pairs across 59 cell lines. Task: Regression. Given two drug SMILES strings and cell line genomic features, predict the synergy score measuring deviation from expected non-interaction effect. (1) Synergy scores: CSS=29.8, Synergy_ZIP=-1.62, Synergy_Bliss=-3.98, Synergy_Loewe=-43.9, Synergy_HSA=-3.61. Cell line: OVCAR-8. Drug 2: CC1C(C(CC(O1)OC2CC(CC3=C2C(=C4C(=C3O)C(=O)C5=CC=CC=C5C4=O)O)(C(=O)C)O)N)O. Drug 1: CCCCCOC(=O)NC1=NC(=O)N(C=C1F)C2C(C(C(O2)C)O)O. (2) Drug 1: CCCS(=O)(=O)NC1=C(C(=C(C=C1)F)C(=O)C2=CNC3=C2C=C(C=N3)C4=CC=C(C=C4)Cl)F. Drug 2: C1CNP(=O)(OC1)N(CCCl)CCCl. Cell line: IGROV1. Synergy scores: CSS=3.76, Synergy_ZIP=0.849, Synergy_Bliss=3.14, Synergy_Loewe=-3.55, Synergy_HSA=0.118. (3) Drug 1: C1CC(=O)NC(=O)C1N2C(=O)C3=CC=CC=C3C2=O. Drug 2: COC1=C2C(=CC3=C1OC=C3)C=CC(=O)O2. Cell line: LOX IMVI. Synergy scores: CSS=2.30, Synergy_ZIP=-1.10, Synergy_Bliss=-3.13, Synergy_Loewe=0.166, Synergy_HSA=-3.07. (4) Drug 1: CC(C1=C(C=CC(=C1Cl)F)Cl)OC2=C(N=CC(=C2)C3=CN(N=C3)C4CCNCC4)N. Cell line: NCI-H522. Synergy scores: CSS=10.4, Synergy_ZIP=-2.74, Synergy_Bliss=1.37, Synergy_Loewe=-1.44, Synergy_HSA=1.03. Drug 2: C1=NNC2=C1C(=O)NC=N2. (5) Drug 1: C1=C(C(=O)NC(=O)N1)F. Drug 2: CC1C(C(CC(O1)OC2CC(CC3=C2C(=C4C(=C3O)C(=O)C5=CC=CC=C5C4=O)O)(C(=O)C)O)N)O. Cell line: HOP-92. Synergy scores: CSS=55.1, Synergy_ZIP=-2.18, Synergy_Bliss=-1.25, Synergy_Loewe=-0.715, Synergy_HSA=8.35. (6) Drug 1: CCN(CC)CCCC(C)NC1=C2C=C(C=CC2=NC3=C1C=CC(=C3)Cl)OC. Drug 2: CC1C(C(CC(O1)OC2CC(CC3=C2C(=C4C(=C3O)C(=O)C5=CC=CC=C5C4=O)O)(C(=O)C)O)N)O. Cell line: RPMI-8226. Synergy scores: CSS=33.7, Synergy_ZIP=-10.1, Synergy_Bliss=-19.6, Synergy_Loewe=-19.5, Synergy_HSA=-14.4.